From a dataset of Full USPTO retrosynthesis dataset with 1.9M reactions from patents (1976-2016). Predict the reactants needed to synthesize the given product. (1) The reactants are: [CH3:1][O:2][C:3](=[O:14])[C:4]1[CH:9]=[C:8]([O:10][CH2:11][CH3:12])[CH:7]=[C:6]([NH2:13])[CH:5]=1.CCN(CC)CC.[Cl:22][CH2:23][CH2:24][CH2:25][C:26](Cl)=[O:27]. Given the product [CH3:1][O:2][C:3](=[O:14])[C:4]1[CH:9]=[C:8]([O:10][CH2:11][CH3:12])[CH:7]=[C:6]([NH:13][C:26](=[O:27])[CH2:25][CH2:24][CH2:23][Cl:22])[CH:5]=1, predict the reactants needed to synthesize it. (2) Given the product [CH2:41]([NH:40][C:26]1[CH:27]=[C:28]([C:2]2[C:11]3[C:6](=[C:7]([N:12]4[CH:16]=[C:15]([C:17]5[CH:18]=[N:19][N:20]([CH3:22])[CH:21]=5)[N:14]=[CH:13]4)[CH:8]=[CH:9][CH:10]=3)[CH:5]=[CH:4][N:3]=2)[CH:29]=[CH:30][C:25]=1[C:23]([NH2:24])=[O:44])[CH3:42], predict the reactants needed to synthesize it. The reactants are: Cl[C:2]1[C:11]2[C:6](=[C:7]([N:12]3[CH:16]=[C:15]([C:17]4[CH:18]=[N:19][N:20]([CH3:22])[CH:21]=4)[N:14]=[CH:13]3)[CH:8]=[CH:9][CH:10]=2)[CH:5]=[CH:4][N:3]=1.[C:23]([C:25]1[CH:30]=[CH:29][C:28](B2OC(C)(C)C(C)(C)O2)=[CH:27][C:26]=1[NH:40][CH2:41][CH3:42])#[N:24].C(=O)([O-])[O-:44].[Na+].[Na+].[OH-].[Na+].OO. (3) Given the product [Cl:16][C:17]1[C:25]2[S:24][C:23]([CH:26]=[N:15][S:12]([C:10]3[CH:9]=[CH:8][C:7]4[O:1][CH2:2][CH2:3][CH2:4][O:5][C:6]=4[CH:11]=3)(=[O:14])=[O:13])=[CH:22][C:21]=2[CH:20]=[CH:19][CH:18]=1, predict the reactants needed to synthesize it. The reactants are: [O:1]1[C:7]2[CH:8]=[CH:9][C:10]([S:12]([NH2:15])(=[O:14])=[O:13])=[CH:11][C:6]=2[O:5][CH2:4][CH2:3][CH2:2]1.[Cl:16][C:17]1[C:25]2[S:24][C:23]([CH:26]=O)=[CH:22][C:21]=2[CH:20]=[CH:19][CH:18]=1.O.[O-2].[O-2].[O-2].O=[Si]=O.O=[Si]=O.O=[Si]=O.O=[Si]=O.[Al+3].[Al+3]. (4) Given the product [CH3:1][C:2]1[CH:11]=[CH:10][C:9]2[C:4](=[CH:5][CH:6]=[CH:7][C:8]=2[N+:12]([O-:14])=[O:13])[N:3]=1, predict the reactants needed to synthesize it. The reactants are: [CH3:1][C:2]1[CH:11]=[CH:10][C:9]2[C:4](=[CH:5][CH:6]=[CH:7][CH:8]=2)[N:3]=1.[N+:12]([O-])([OH:14])=[O:13].C(=O)=O.[N+]([O-])([O-])=O.[N+]([O-])([O-])=O.[K+].[OH-].[Na+].O.N. (5) Given the product [NH2:16][C:11]1[CH:12]=[CH:13][CH:14]=[C:15]2[C:10]=1[C:9](=[O:19])[C:8]1([NH:20][C:21]([C:23]3[S:27][C:26]4[CH:28]=[CH:29][CH:30]=[CH:31][C:25]=4[C:24]=3[CH3:32])=[O:22])[C:7]3[CH:33]=[CH:34][C:35]([CH:37]([CH3:39])[CH3:38])=[CH:36][C:6]=3[O:5][C:4]12[OH:3], predict the reactants needed to synthesize it. The reactants are: Cl.O.[OH:3][C:4]12[C:15]3[C:10](=[C:11]([N+:16]([O-])=O)[CH:12]=[CH:13][CH:14]=3)[C:9](=[O:19])[C:8]1([NH:20][C:21]([C:23]1[S:27][C:26]3[CH:28]=[CH:29][CH:30]=[CH:31][C:25]=3[C:24]=1[CH3:32])=[O:22])[C:7]1[CH:33]=[CH:34][C:35]([CH:37]([CH3:39])[CH3:38])=[CH:36][C:6]=1[O:5]2. (6) Given the product [C:27]([NH:26][C:17]1[CH:16]=[C:25]2[C:20](=[CH:19][CH:18]=1)[CH2:21][C:22](=[O:9])[CH2:23][CH2:24]2)(=[O:29])[CH3:28], predict the reactants needed to synthesize it. The reactants are: ClC1C=CC=C(C(OO)=[O:9])C=1.C(Cl)(Cl)Cl.[CH:16]1[C:25]2[CH2:24][CH2:23][CH:22]=[CH:21][C:20]=2[CH:19]=[CH:18][C:17]=1[NH:26][C:27](=[O:29])[CH3:28].C1(C)C=CC(S(O)(=O)=O)=CC=1.